From a dataset of Forward reaction prediction with 1.9M reactions from USPTO patents (1976-2016). Predict the product of the given reaction. (1) Given the reactants Br[C:2]1[C:10]2[C:9]([O:11][C@H:12]([CH2:18][C:19]3[CH:24]=[CH:23][CH:22]=[CH:21][C:20]=3[O:25][CH3:26])[C:13]([O:15][CH2:16][CH3:17])=[O:14])=[N:8][CH:7]=[N:6][C:5]=2[S:4][C:3]=1[C:27]1[O:28][CH:29]=[CH:30][CH:31]=1.[F:32][C:33]1[C:38]([CH3:39])=[C:37](B2OC(C)(C)C(C)(C)O2)[CH:36]=[CH:35][C:34]=1[OH:49].C([O-])([O-])=O.[Cs+].[Cs+].Cl, predict the reaction product. The product is: [F:32][C:33]1[C:38]([CH3:39])=[C:37]([C:2]2[C:10]3[C:9]([O:11][C@H:12]([CH2:18][C:19]4[CH:24]=[CH:23][CH:22]=[CH:21][C:20]=4[O:25][CH3:26])[C:13]([O:15][CH2:16][CH3:17])=[O:14])=[N:8][CH:7]=[N:6][C:5]=3[S:4][C:3]=2[C:27]2[O:28][CH:29]=[CH:30][CH:31]=2)[CH:36]=[CH:35][C:34]=1[OH:49]. (2) Given the reactants [O:1]1[C:5]2[CH:6]=[CH:7][C:8](/[CH:10]=[CH:11]/[C:12]([NH:14][C:15]3[CH:16]=[C:17](/[CH:21]=[CH:22]/[C:23]([OH:25])=O)[CH:18]=[CH:19][CH:20]=3)=[O:13])=[CH:9][C:4]=2[O:3][CH2:2]1.C(OC(Cl)=O)C(C)C.C(N(CC)CC)C.[OH-:41].[K+].Cl.[NH2:44]O, predict the reaction product. The product is: [O:1]1[C:5]2[CH:6]=[CH:7][C:8](/[CH:10]=[CH:11]/[C:12]([NH:14][C:15]3[CH:20]=[CH:19][CH:18]=[C:17](/[CH:21]=[CH:22]/[C:23]([NH:44][OH:41])=[O:25])[CH:16]=3)=[O:13])=[CH:9][C:4]=2[O:3][CH2:2]1. (3) Given the reactants [CH:1]1([C:5](=O)[CH2:6][C:7]#[N:8])[CH2:4][CH2:3][CH2:2]1.[NH2:10][NH2:11], predict the reaction product. The product is: [CH:1]1([C:5]2[NH:11][N:10]=[C:7]([NH2:8])[CH:6]=2)[CH2:4][CH2:3][CH2:2]1. (4) Given the reactants [NH2:1][CH2:2][C:3]([NH:5][CH3:6])=[O:4].C[S:8][C:9]([C:11]1[CH:12]=[N:13][CH:14]=[CH:15][CH:16]=1)=S, predict the reaction product. The product is: [CH3:6][NH:5][C:3](=[O:4])[CH2:2][NH:1][C:9]([C:11]1[CH:12]=[N:13][CH:14]=[CH:15][CH:16]=1)=[S:8]. (5) The product is: [OH:51][C:50]1[C:38]2[CH2:37][C@@H:36]3[C:43]([CH3:44])([CH3:45])[C@:40]([CH3:46])([C:39]=2[CH:47]=[CH:48][CH:49]=1)[CH2:41][CH2:42][N:35]3[C:33]([C@@H:30]1[CH2:31][CH2:32][C@@H:28]([NH:27][C:19]([NH:1][C:2]2[CH:7]=[CH:6][CH:5]=[CH:4][CH:3]=2)=[O:25])[CH2:29]1)=[O:34]. Given the reactants [NH2:1][C:2]1[CH:7]=[CH:6][CH:5]=[CH:4][CH:3]=1.C(N(CC)CC)C.ClC(Cl)(O[C:19](=[O:25])OC(Cl)(Cl)Cl)Cl.[NH2:27][C@@H:28]1[CH2:32][CH2:31][C@@H:30]([C:33]([N:35]2[CH2:42][CH2:41][C@:40]3([CH3:46])[C:43]([CH3:45])([CH3:44])[C@H:36]2[CH2:37][C:38]2[C:50]([OH:51])=[CH:49][CH:48]=[CH:47][C:39]=23)=[O:34])[CH2:29]1, predict the reaction product. (6) The product is: [CH3:8][C:9]1[CH:10]=[C:11]([CH:18]=[C:19]([CH3:21])[CH:20]=1)[O:12][CH2:13][CH:14]1[O:2][C:1](=[O:4])[NH:16][CH2:15]1. Given the reactants [C:1](=[O:4])([O-])[O-:2].[K+].[K+].Cl.[CH3:8][C:9]1[CH:10]=[C:11]([CH:18]=[C:19]([CH3:21])[CH:20]=1)[O:12][CH2:13][CH:14](O)[CH2:15][NH2:16].ClC(OCC)=O.Cl, predict the reaction product.